Task: Predict the reaction yield, written as a fraction of the theoretical maximum amount of product (1.0 means a 100% yield; for example, 0.34 means a 34% yield).. Dataset: Reaction yield outcomes from USPTO patents with 853,638 reactions The reactants are [NH2:1][C:2]1[S:3][C:4]2[C:9]([N:10]([CH3:17])[C@H:11]([CH2:14][CH2:15][CH3:16])[CH2:12][OH:13])=[N:8][C:7]([S:18]CC3C=CC=CC=3)=[N:6][C:5]=2[N:26]=1.[Na]. The catalyst is N. The product is [NH2:1][C:2]1[S:3][C:4]2[C:9]([N:10]([CH3:17])[C@H:11]([CH2:14][CH2:15][CH3:16])[CH2:12][OH:13])=[N:8][C:7]([SH:18])=[N:6][C:5]=2[N:26]=1. The yield is 0.810.